Dataset: Forward reaction prediction with 1.9M reactions from USPTO patents (1976-2016). Task: Predict the product of the given reaction. Given the reactants [N:1]1[C:9]2[C:4](=[N:5][CH:6]=[CH:7][CH:8]=2)[NH:3][CH:2]=1.C(O)(=[O:12])C, predict the reaction product. The product is: [N+:1]1([O-:12])[C:9]2[CH:8]=[CH:7][CH:6]=[N:5][C:4]=2[NH:3][CH:2]=1.